This data is from Reaction yield outcomes from USPTO patents with 853,638 reactions. The task is: Predict the reaction yield, written as a fraction of the theoretical maximum amount of product (1.0 means a 100% yield; for example, 0.34 means a 34% yield). The reactants are [ClH:1].ONC(C1(S(C2C=CC(C3C=CC(CCC(F)(F)C(F)(F)F)=CC=3)=CC=2)(=O)=O)CCN(CCOC)CC1)=O.O1CCCCC1[O:46][NH:47][C:48]([C:50]1([S:59]([C:62]2[CH:67]=[CH:66][C:65]([C:68]3[CH:73]=[CH:72][C:71]([CH2:74][CH2:75][C:76]([F:82])([F:81])[C:77]([F:80])([F:79])[F:78])=[CH:70][CH:69]=3)=[CH:64][CH:63]=2)(=[O:61])=[O:60])[CH2:55][CH2:54][N:53]([CH:56]2[CH2:58][CH2:57]2)[CH2:52][CH2:51]1)=[O:49].C(O)C.Cl. The catalyst is C(OCC)(=O)C.O1CCOCC1. The product is [ClH:1].[CH:56]1([N:53]2[CH2:52][CH2:51][C:50]([S:59]([C:62]3[CH:63]=[CH:64][C:65]([C:68]4[CH:73]=[CH:72][C:71]([CH2:74][CH2:75][C:76]([F:82])([F:81])[C:77]([F:78])([F:79])[F:80])=[CH:70][CH:69]=4)=[CH:66][CH:67]=3)(=[O:61])=[O:60])([C:48]([NH:47][OH:46])=[O:49])[CH2:55][CH2:54]2)[CH2:57][CH2:58]1. The yield is 0.130.